This data is from Forward reaction prediction with 1.9M reactions from USPTO patents (1976-2016). The task is: Predict the product of the given reaction. (1) The product is: [F:11][C:10]1[CH:9]=[C:8]2[C:4]([C:5]([CH3:12])=[N:6][NH:7]2)=[CH:3][C:2]=1[C:13]#[N:14]. Given the reactants Br[C:2]1[CH:3]=[C:4]2[C:8](=[CH:9][C:10]=1[F:11])[NH:7][N:6]=[C:5]2[CH3:12].[CH3:13][N:14](C=O)C, predict the reaction product. (2) Given the reactants [CH3:1][C:2]1[N:3]=[C:4]([S:14][CH3:15])[NH:5][C:6](=O)[C:7]=1[C:8]([O:10][CH2:11][CH3:12])=[O:9].P(Cl)(Cl)([Cl:18])=O, predict the reaction product. The product is: [Cl:18][C:6]1[C:7]([C:8]([O:10][CH2:11][CH3:12])=[O:9])=[C:2]([CH3:1])[N:3]=[C:4]([S:14][CH3:15])[N:5]=1. (3) Given the reactants Br[C:2]1[CH:7]=[C:6]([Cl:8])[CH:5]=[CH:4][C:3]=1[CH:9]([NH:11][C:12]1[CH:17]=[CH:16][C:15]([C:18]2[CH:23]=[CH:22][C:21]([Cl:24])=[CH:20][CH:19]=2)=[CH:14][CH:13]=1)[CH3:10].[CH2:25]([O:27][C:28]([C:30]1[CH:35]=[CH:34][C:33](B(O)O)=[CH:32][CH:31]=1)=[O:29])[CH3:26].C([O-])([O-])=O.[K+].[K+], predict the reaction product. The product is: [Cl:8][C:6]1[CH:5]=[CH:4][C:3]([CH:9]([NH:11][C:12]2[CH:17]=[CH:16][C:15]([C:18]3[CH:23]=[CH:22][C:21]([Cl:24])=[CH:20][CH:19]=3)=[CH:14][CH:13]=2)[CH3:10])=[C:2]([C:33]2[CH:34]=[CH:35][C:30]([C:28]([O:27][CH2:25][CH3:26])=[O:29])=[CH:31][CH:32]=2)[CH:7]=1. (4) The product is: [N:27]([CH:22]([C:9]1[N:8]([CH2:1][C:2]2[CH:7]=[CH:6][CH:5]=[CH:4][CH:3]=2)[C:20](=[O:21])[C:19]2[S:18][C:17]3[N:16]=[CH:15][CH:14]=[CH:13][C:12]=3[C:11]=2[N:10]=1)[CH:23]([CH3:25])[CH3:24])=[N+:28]=[N-:29]. Given the reactants [CH2:1]([N:8]1[C:20](=[O:21])[C:19]2[S:18][C:17]3[N:16]=[CH:15][CH:14]=[CH:13][C:12]=3[C:11]=2[N:10]=[C:9]1[CH:22](Br)[CH:23]([CH3:25])[CH3:24])[C:2]1[CH:7]=[CH:6][CH:5]=[CH:4][CH:3]=1.[N-:27]=[N+:28]=[N-:29].[Na+], predict the reaction product. (5) Given the reactants [CH3:1][O-:2].[Na+].Cl[CH2:5][CH2:6][CH2:7][N:8]1[C:12]([CH3:13])=[C:11]([C:14]([O:16][CH2:17]C)=[O:15])[C:10]([C:19]2[CH:24]=[CH:23][CH:22]=[CH:21][CH:20]=2)=[C:9]1[C:25]([O:27][CH2:28]C)=[O:26], predict the reaction product. The product is: [CH3:1][O:2][CH2:5][CH2:6][CH2:7][N:8]1[C:12]([CH3:13])=[C:11]([C:14]([O:16][CH3:17])=[O:15])[C:10]([C:19]2[CH:20]=[CH:21][CH:22]=[CH:23][CH:24]=2)=[C:9]1[C:25]([O:27][CH3:28])=[O:26].